Dataset: CYP3A4 inhibition data for predicting drug metabolism from PubChem BioAssay. Task: Regression/Classification. Given a drug SMILES string, predict its absorption, distribution, metabolism, or excretion properties. Task type varies by dataset: regression for continuous measurements (e.g., permeability, clearance, half-life) or binary classification for categorical outcomes (e.g., BBB penetration, CYP inhibition). Dataset: cyp3a4_veith. (1) The drug is Cc1ccc(S(=O)(=O)O[C@H]2CN3CCC2CC3)cc1. The result is 0 (non-inhibitor). (2) The molecule is CCCCCCCCCCCCCCC[C@H](O)[C@H](N)CO. The result is 0 (non-inhibitor). (3) The molecule is CCc1c2c(nc3c(C(C)C)cccc13)-c1cccc(=O)n1C2. The result is 1 (inhibitor). (4) The molecule is CCC(=O)Nc1cc(-c2nn(C)c(=O)c3ccccc23)ccc1N1CCCCC1. The result is 0 (non-inhibitor).